From a dataset of Full USPTO retrosynthesis dataset with 1.9M reactions from patents (1976-2016). Predict the reactants needed to synthesize the given product. (1) Given the product [Br:1][C:2]1[CH:8]=[CH:7][C:5]([NH:6][C:23](=[O:24])[C:22]2[CH:26]=[CH:27][C:19]([F:18])=[C:20]([O:28][CH3:29])[CH:21]=2)=[C:4]([N+:9]([O-:11])=[O:10])[CH:3]=1, predict the reactants needed to synthesize it. The reactants are: [Br:1][C:2]1[CH:8]=[CH:7][C:5]([NH2:6])=[C:4]([N+:9]([O-:11])=[O:10])[CH:3]=1.N1C=CC=CC=1.[F:18][C:19]1[CH:27]=[CH:26][C:22]([C:23](Cl)=[O:24])=[CH:21][C:20]=1[O:28][CH3:29]. (2) Given the product [C:18]([O:17][C:15]([N:12]1[CH2:13][CH2:14][C:9]([NH:8][C:4]2[CH:5]=[CH:6][CH:7]=[C:2]([C:39]([C:46]3[CH:51]=[CH:50][CH:49]=[CH:48][CH:47]=3)([C:40]3[CH:45]=[CH:44][CH:43]=[CH:42][CH:41]=3)[C:33]3[CH:38]=[CH:37][CH:36]=[CH:35][CH:34]=3)[C:3]=2[NH2:28])([C:22]([O:24][CH3:25])=[O:23])[CH2:10][CH2:11]1)=[O:16])([CH3:19])([CH3:20])[CH3:21], predict the reactants needed to synthesize it. The reactants are: N[C:2]1[CH:3]=[C:4]([NH:8][C:9]2([C:22]([O:24][CH3:25])=[O:23])[CH2:14][CH2:13][N:12]([C:15]([O:17][C:18]([CH3:21])([CH3:20])[CH3:19])=[O:16])[CH2:11][CH2:10]2)[CH:5]=[CH:6][CH:7]=1.C([N:28](CC)CC)C.[C:33]1([C:39](Cl)([C:46]2[CH:51]=[CH:50][CH:49]=[CH:48][CH:47]=2)[C:40]2[CH:45]=[CH:44][CH:43]=[CH:42][CH:41]=2)[CH:38]=[CH:37][CH:36]=[CH:35][CH:34]=1. (3) Given the product [CH3:1][C:2]1[CH:3]=[C:4]([CH:5]=[CH:6][C:7]=1[CH3:8])[O:29][C:26]1[CH:25]=[CH:24][C:23]([C@H:22]2[C:15]3=[N:14][S:13](=[O:30])(=[O:12])[CH2:18][CH2:17][N:16]3[CH2:19][CH2:20][CH2:21]2)=[CH:28][CH:27]=1, predict the reactants needed to synthesize it. The reactants are: [CH3:1][C:2]1[CH:3]=[C:4](B(O)O)[CH:5]=[CH:6][C:7]=1[CH3:8].[O:12]=[S:13]1(=[O:30])[CH2:18][CH2:17][N:16]2[CH2:19][CH2:20][CH2:21][C@@H:22]([C:23]3[CH:28]=[CH:27][C:26]([OH:29])=[CH:25][CH:24]=3)[C:15]2=[N:14]1.N1C=CC=CC=1.C(=O)([O-])[O-].[Cs+].[Cs+]. (4) Given the product [CH2:1]([O:8][N:9]=[C:10]1[CH2:14][N:13]([C:15](=[O:17])[CH2:27][O:26][CH3:25])[CH:12]([C:22]([NH:46][C:42]2[CH:43]=[CH:44][C:45]3[N:33]([CH2:31][CH3:32])[C:34]4[C:39]([C:40]=3[CH:41]=2)=[CH:38][CH:37]=[CH:36][CH:35]=4)=[O:24])[CH2:11]1)[C:2]1[CH:3]=[CH:4][CH:5]=[CH:6][CH:7]=1, predict the reactants needed to synthesize it. The reactants are: [CH2:1]([O:8][N:9]=[C:10]1[CH2:14][N:13]([C:15]([O:17]C(C)(C)C)=O)[C@H:12]([C:22]([OH:24])=O)[CH2:11]1)[C:2]1[CH:7]=[CH:6][CH:5]=[CH:4][CH:3]=1.[CH3:25][O:26][CH2:27]C(Cl)=O.[CH2:31]([N:33]1[C:45]2[CH:44]=[CH:43][C:42]([NH2:46])=[CH:41][C:40]=2[C:39]2[C:34]1=[CH:35][CH:36]=[CH:37][CH:38]=2)[CH3:32].